From a dataset of Catalyst prediction with 721,799 reactions and 888 catalyst types from USPTO. Predict which catalyst facilitates the given reaction. (1) Reactant: [C:1](O)(=O)[CH:2]([CH:4]([C:6](O)=O)[OH:5])[OH:3].[C:11]1([NH2:18])[CH:16]=[CH:15][CH:14]=[CH:13][C:12]=1[NH2:17].Cl.P(=O)(O)(O)O. Product: [NH:17]1[C:12]2[CH:13]=[CH:14][CH:15]=[CH:16][C:11]=2[N:18]=[C:1]1[CH:2]([OH:3])[CH:4]([C:6]1[NH:18][C:11]2[CH:16]=[CH:15][CH:14]=[CH:13][C:12]=2[N:17]=1)[OH:5]. The catalyst class is: 40. (2) Reactant: [Br:1][C:2]1[CH:7]=[CH:6][C:5]([C@H:8]([NH:10][S@](C(C)(C)C)=O)[CH3:9])=[C:4]([F:17])[CH:3]=1.[ClH:18].O1CCOCC1. Product: [ClH:18].[Br:1][C:2]1[CH:7]=[CH:6][C:5]([C@H:8]([NH2:10])[CH3:9])=[C:4]([F:17])[CH:3]=1. The catalyst class is: 5.